From a dataset of Forward reaction prediction with 1.9M reactions from USPTO patents (1976-2016). Predict the product of the given reaction. (1) Given the reactants Cl[C:2]1[N:7]=[C:6]([N:8]2[CH2:12][CH2:11][CH2:10][CH2:9]2)[C:5]([C:13]([NH:15][CH2:16][C:17]2[CH:22]=[CH:21][C:20]([C:23]([F:26])([F:25])[F:24])=[CH:19][CH:18]=2)=[O:14])=[CH:4][N:3]=1.[NH3:27], predict the reaction product. The product is: [NH2:27][C:2]1[N:7]=[C:6]([N:8]2[CH2:12][CH2:11][CH2:10][CH2:9]2)[C:5]([C:13]([NH:15][CH2:16][C:17]2[CH:22]=[CH:21][C:20]([C:23]([F:26])([F:25])[F:24])=[CH:19][CH:18]=2)=[O:14])=[CH:4][N:3]=1. (2) Given the reactants [C:1]([O:5][C:6]([N:8]1[CH2:13][CH:12]=[C:11]([C:14]2[CH:15]=[N:16][C:17]([NH2:22])=[C:18]([C:20]#[N:21])[CH:19]=2)[CH2:10][CH2:9]1)=[O:7])([CH3:4])([CH3:3])[CH3:2], predict the reaction product. The product is: [C:1]([O:5][C:6]([N:8]1[CH2:13][CH2:12][CH:11]([C:14]2[CH:15]=[N:16][C:17]([NH2:22])=[C:18]([C:20]#[N:21])[CH:19]=2)[CH2:10][CH2:9]1)=[O:7])([CH3:4])([CH3:2])[CH3:3]. (3) Given the reactants [F:1][C:2]1[CH:7]=[CH:6][C:5]([CH:8]([NH2:10])[CH3:9])=[CH:4][CH:3]=1.ClC[CH2:13][CH2:14][CH2:15][CH2:16][C:17](Cl)=[O:18].C(Cl)[Cl:21], predict the reaction product. The product is: [Cl:21][CH2:13][CH2:14][CH2:15][CH2:16][C:17]([NH:10][CH:8]([C:5]1[CH:6]=[CH:7][C:2]([F:1])=[CH:3][CH:4]=1)[CH3:9])=[O:18]. (4) Given the reactants [Br:1][C:2]1[C:7](F)=[C:6]([N+:9]([O-])=O)[CH:5]=[CH:4][C:3]=1[F:12].CC[N:15]([CH:19]([CH3:21])[CH3:20])C(C)C.C1(N)CC1.[NH4+].[Cl-], predict the reaction product. The product is: [Br:1][C:2]1[C:3]([F:12])=[CH:4][CH:5]=[C:6]([NH2:9])[C:7]=1[NH:15][CH:19]1[CH2:21][CH2:20]1. (5) Given the reactants [NH2:1][C:2]1[N:7]=[C:6]([NH2:8])[C:5]([CH2:9][C:10]2[CH:23]=[C:22]([O:24][CH3:25])[C:13]([O:14][CH2:15][CH2:16][CH2:17][CH2:18][C:19]([OH:21])=O)=[C:12]([O:26][CH3:27])[CH:11]=2)=[CH:4][N:3]=1.C(Cl)CCl.C1C=CC2N(O)N=NC=2C=1.[CH2:42]([O:44][CH2:45][CH2:46][O:47][CH2:48][CH2:49][NH2:50])[CH3:43].CCN(CC)CC, predict the reaction product. The product is: [NH2:1][C:2]1[N:7]=[C:6]([NH2:8])[C:5]([CH2:9][C:10]2[CH:11]=[C:12]([O:26][CH3:27])[C:13]([O:14][CH2:15][CH2:16][CH2:17][CH2:18][C:19]([NH:50][CH2:49][CH2:48][O:47][CH2:46][CH2:45][O:44][CH2:42][CH3:43])=[O:21])=[C:22]([O:24][CH3:25])[CH:23]=2)=[CH:4][N:3]=1. (6) Given the reactants [C:1]([NH:9][CH2:10][CH2:11][CH2:12]/[CH:13]=[CH:14]/[C:15]([NH:17][C:18]1[CH:23]=[CH:22][CH:21]=[CH:20][C:19]=1[NH:24]C(=O)OC(C)(C)C)=[O:16])(=[O:8])[C:2]1[CH:7]=[CH:6][CH:5]=[CH:4][CH:3]=1.Cl.C([O-])([O-])=O.[K+].[K+], predict the reaction product. The product is: [NH2:24][C:19]1[CH:20]=[CH:21][CH:22]=[CH:23][C:18]=1[NH:17][C:15](=[O:16])/[CH:14]=[CH:13]/[CH2:12][CH2:11][CH2:10][NH:9][C:1](=[O:8])[C:2]1[CH:3]=[CH:4][CH:5]=[CH:6][CH:7]=1. (7) Given the reactants Cl[C:2]1[CH:7]=[C:6]([C:8]([F:11])([F:10])[F:9])[CH:5]=[CH:4][N:3]=1.[OH:12][C:13]1[CH:18]=[CH:17][C:16]([C:19]([O:21][CH3:22])=[O:20])=[CH:15][CH:14]=1.C(=O)([O-])[O-].[K+].[K+].O, predict the reaction product. The product is: [F:9][C:8]([F:11])([F:10])[C:6]1[CH:5]=[CH:4][N:3]=[C:2]([O:12][C:13]2[CH:14]=[CH:15][C:16]([C:19]([O:21][CH3:22])=[O:20])=[CH:17][CH:18]=2)[CH:7]=1. (8) Given the reactants [Br:1][C:2]1[S:3][C:4]([C:10]2[CH:15]=[CH:14][CH:13]=[CH:12][CH:11]=2)=[CH:5][C:6]=1[C:7](O)=[O:8].[BH4-].[Na+], predict the reaction product. The product is: [Br:1][C:2]1[S:3][C:4]([C:10]2[CH:11]=[CH:12][CH:13]=[CH:14][CH:15]=2)=[CH:5][C:6]=1[CH2:7][OH:8]. (9) Given the reactants Cl.[NH2:2][CH2:3][C:4]1([C:23]2[CH:28]=[CH:27][CH:26]=[CH:25][CH:24]=2)[CH2:8][CH2:7][N:6]([CH2:9][C@@H:10]([C:12]2[CH:21]=[CH:20][C:15]3[C:16](=[O:19])[O:17][CH2:18][C:14]=3[C:13]=2[CH3:22])[OH:11])[CH2:5]1.Cl[C:30]1[C:31]2[N:32]([CH:36]=[N:37][N:38]=2)[CH:33]=[CH:34][N:35]=1, predict the reaction product. The product is: [N:38]1[N:37]=[CH:36][N:32]2[CH:33]=[CH:34][N:35]=[C:30]([NH:2][CH2:3][C:4]3([C:23]4[CH:24]=[CH:25][CH:26]=[CH:27][CH:28]=4)[CH2:8][CH2:7][N:6]([CH2:9][C@@H:10]([C:12]4[C:13]([CH3:22])=[C:14]5[C:15](=[CH:20][CH:21]=4)[C:16](=[O:19])[O:17][CH2:18]5)[OH:11])[CH2:5]3)[C:31]=12. (10) Given the reactants [CH2:1]([N:8]([CH2:21][C:22]1[CH:41]=[CH:40][C:25]([O:26][C:27]2[CH:28]=[C:29]([CH:37]=[CH:38][CH:39]=2)[O:30][CH2:31][CH2:32][CH2:33][C:34](O)=[O:35])=[CH:24][CH:23]=1)[C:9]1[CH:14]=[CH:13][CH:12]=[C:11]([NH:15][S:16]([CH3:19])(=[O:18])=[O:17])[C:10]=1[CH3:20])[C:2]1[CH:7]=[CH:6][CH:5]=[CH:4][CH:3]=1.Cl.C[O:44][C:45](=[O:51])[C@H:46]([CH:48]([CH3:50])[CH3:49])[NH2:47], predict the reaction product. The product is: [CH2:1]([N:8]([CH2:21][C:22]1[CH:23]=[CH:24][C:25]([O:26][C:27]2[CH:28]=[C:29]([CH:37]=[CH:38][CH:39]=2)[O:30][CH2:31][CH2:32][CH2:33][C:34]([NH:47][C@H:46]([C:45]([OH:44])=[O:51])[CH:48]([CH3:50])[CH3:49])=[O:35])=[CH:40][CH:41]=1)[C:9]1[CH:14]=[CH:13][CH:12]=[C:11]([NH:15][S:16]([CH3:19])(=[O:17])=[O:18])[C:10]=1[CH3:20])[C:2]1[CH:3]=[CH:4][CH:5]=[CH:6][CH:7]=1.